From a dataset of Catalyst prediction with 721,799 reactions and 888 catalyst types from USPTO. Predict which catalyst facilitates the given reaction. (1) Reactant: [H-].[Na+].[Cl:3][C:4]1[CH:5]=[C:6]([C:10]2[O:14][N:13]=[C:12]([NH:15][CH3:16])[N:11]=2)[CH:7]=[CH:8][CH:9]=1.Cl[CH2:18][C:19]1[N:20]([CH3:30])[C:21]([C:24]2[CH:29]=[CH:28][N:27]=[CH:26][CH:25]=2)=[N:22][N:23]=1.[NH4+].[Cl-]. Product: [Cl:3][C:4]1[CH:5]=[C:6]([C:10]2[O:14][N:13]=[C:12]([N:15]([CH3:16])[CH2:18][C:19]3[N:20]([CH3:30])[C:21]([C:24]4[CH:29]=[CH:28][N:27]=[CH:26][CH:25]=4)=[N:22][N:23]=3)[N:11]=2)[CH:7]=[CH:8][CH:9]=1. The catalyst class is: 3. (2) Reactant: [NH2:1][C:2]1[CH:3]=[CH:4][C:5]([NH:18][CH2:19][CH:20]2[CH2:25][CH2:24][N:23](C(OC(C)(C)C)=O)[CH2:22][CH2:21]2)=[C:6]([CH:17]=1)[C:7]([NH:9][C:10]1[CH:15]=[CH:14][C:13]([Cl:16])=[CH:12][N:11]=1)=[O:8].C(N(C(C)C)C(C)C)C.[CH3:42][S:43](Cl)(=[O:45])=[O:44]. Product: [Cl:16][C:13]1[CH:14]=[CH:15][C:10]([NH:9][C:7](=[O:8])[C:6]2[CH:17]=[C:2]([NH:1][S:43]([CH3:42])(=[O:45])=[O:44])[CH:3]=[CH:4][C:5]=2[NH:18][CH2:19][CH:20]2[CH2:25][CH2:24][NH:23][CH2:22][CH2:21]2)=[N:11][CH:12]=1. The catalyst class is: 4. (3) Reactant: O[CH:2]([CH2:8][CH2:9][CH:10]=[CH2:11])[CH:3]([CH3:7])[C:4]([OH:6])=O.C([O-])(=O)C.[K+].C(OC(=O)C)(=O)C. Product: [CH3:7][C@@:3]12[C:4](=[O:6])[CH2:11][C@@H:10]1[CH2:9][CH:8]=[CH:2]2. The catalyst class is: 13. (4) Reactant: [OH:1][N:2]=[C:3]([Cl:12])[C@@:4]1([CH3:11])[CH2:8][O:7][C:6]([CH3:10])([CH3:9])[O:5]1.[CH3:13][S:14](Cl)(=[O:16])=[O:15].C(N(CC)CC)C. Product: [CH3:10][C:6]1([CH3:9])[O:5][C@@:4]([CH3:11])([C:3]([Cl:12])=[N:2][O:1][S:14]([CH3:13])(=[O:16])=[O:15])[CH2:8][O:7]1. The catalyst class is: 28.